Dataset: Full USPTO retrosynthesis dataset with 1.9M reactions from patents (1976-2016). Task: Predict the reactants needed to synthesize the given product. (1) The reactants are: [S:1]1[C:5]2[CH:6]=[CH:7][CH:8]=[CH:9][C:4]=2[N:3]=[C:2]1[N:10]1[C:14](=[O:15])[C:13](=[CH:16][N:17](C)C)[C:12]([C:20]2[CH:25]=[CH:24][CH:23]=[CH:22][C:21]=2[O:26][CH3:27])=[N:11]1.N. Given the product [NH2:17][CH:16]=[C:13]1[C:12]([C:20]2[CH:25]=[CH:24][CH:23]=[CH:22][C:21]=2[O:26][CH3:27])=[N:11][N:10]([C:2]2[S:1][C:5]3[CH:6]=[CH:7][CH:8]=[CH:9][C:4]=3[N:3]=2)[C:14]1=[O:15], predict the reactants needed to synthesize it. (2) Given the product [C:1]([C:5]1[CH:6]=[CH:7][C:8]([O-:11])=[CH:9][CH:10]=1)([CH3:4])([CH3:2])[CH3:3].[Na+:13], predict the reactants needed to synthesize it. The reactants are: [C:1]([C:5]1[CH:10]=[CH:9][C:8]([OH:11])=[CH:7][CH:6]=1)([CH3:4])([CH3:3])[CH3:2].[OH-].[Na+:13]. (3) Given the product [CH3:27][C:26]1[N:67]=[CH:66][C:23]([C:28](=[O:72])[CH2:2][C:3]2[CH:4]=[CH:5][C:6]([S:51]([CH3:50])(=[O:53])=[O:52])=[CH:7][CH:8]=2)=[CH:24][CH:25]=1, predict the reactants needed to synthesize it. The reactants are: C[C:2]1(C)[C:28]2[C:23](=[C:24](P(C3C=CC=CC=3)C3C=CC=CC=3)[CH:25]=[CH:26][CH:27]=2)O[C:4]2[C:5](P(C3C=CC=CC=3)C3C=CC=CC=3)=[CH:6][CH:7]=[CH:8][C:3]1=2.BrC1C=CC([CH2:50][S:51](CC2C=CC(Br)=CC=2)(=[O:53])=[O:52])=CC=1.C(C1[C:66](C)=[N:67]C=CC=1)(=O)C.[O-:72]P([O-])([O-])=O.[K+].[K+].[K+]. (4) Given the product [C:21]([O:24][CH2:25][C:26]1[C:27]([N:41]2[CH2:53][CH2:52][N:44]3[C:45]4[CH2:46][CH2:47][CH2:48][CH2:49][C:50]=4[CH:51]=[C:43]3[C:42]2=[O:54])=[CH:28][CH:29]=[CH:30][C:31]=1[C:16]1[CH:17]=[C:12]([NH:11][C:8]2[CH:7]=[CH:6][C:5]([CH:3]3[CH2:4][NH:1][CH2:2]3)=[CH:10][N:9]=2)[C:13](=[O:20])[N:14]([CH3:19])[CH:15]=1)(=[O:23])[CH3:22], predict the reactants needed to synthesize it. The reactants are: [NH:1]1[CH2:4][CH:3]([C:5]2[CH:6]=[CH:7][C:8]([NH:11][C:12]3[C:13](=[O:20])[N:14]([CH3:19])[CH:15]=[C:16](Br)[CH:17]=3)=[N:9][CH:10]=2)[CH2:2]1.[C:21]([O:24][CH2:25][C:26]1[C:31](B2OC(C)(C)C(C)(C)O2)=[CH:30][CH:29]=[CH:28][C:27]=1[N:41]1[CH2:53][CH2:52][N:44]2[C:45]3[CH2:46][CH2:47][CH2:48][CH2:49][C:50]=3[CH:51]=[C:43]2[C:42]1=[O:54])(=[O:23])[CH3:22].O1CCOCC1. (5) The reactants are: [CH:1]1([CH2:4][O:5][C:6]2[CH:14]=[CH:13][C:9]3[O:10][CH2:11][O:12][C:8]=3[C:7]=2[C:15]2[C:16]3[NH:23][CH:22]=[C:21]([C:24](O)=[O:25])[C:17]=3[N:18]=[CH:19][N:20]=2)[CH2:3][CH2:2]1.CCN(C(C)C)C(C)C.[NH2:36][C@H:37]([CH2:67][C:68]1[CH:73]=[CH:72][C:71]([C:74]2[CH:79]=[CH:78][CH:77]=[CH:76][CH:75]=2)=[CH:70][CH:69]=1)[C:38]([N:40]1[CH2:45][CH2:44][CH:43]([N:46]2[N:55]=[C:54]([C:56]3[CH:61]=[CH:60][C:59]([O:62][CH3:63])=[C:58]([O:64][CH3:65])[CH:57]=3)[C@@H:53]3[C@@H:48]([CH2:49][CH2:50][CH2:51][CH2:52]3)[C:47]2=[O:66])[CH2:42][CH2:41]1)=[O:39].CN(C(ON1N=NC2C=CC=CC1=2)=[N+](C)C)C.F[P-](F)(F)(F)(F)F.C(=O)(O)[O-].[Na+]. Given the product [C:71]1([C:74]2[CH:79]=[CH:78][CH:77]=[CH:76][CH:75]=2)[CH:72]=[CH:73][C:68]([CH2:67][C@@H:37]([NH:36][C:24]([C:21]2[C:17]3[N:18]=[CH:19][N:20]=[C:15]([C:7]4[C:8]5[O:12][CH2:11][O:10][C:9]=5[CH:13]=[CH:14][C:6]=4[O:5][CH2:4][CH:1]4[CH2:2][CH2:3]4)[C:16]=3[NH:23][CH:22]=2)=[O:25])[C:38]([N:40]2[CH2:41][CH2:42][CH:43]([N:46]3[N:55]=[C:54]([C:56]4[CH:61]=[CH:60][C:59]([O:62][CH3:63])=[C:58]([O:64][CH3:65])[CH:57]=4)[C@@H:53]4[C@@H:48]([CH2:49][CH2:50][CH2:51][CH2:52]4)[C:47]3=[O:66])[CH2:44][CH2:45]2)=[O:39])=[CH:69][CH:70]=1, predict the reactants needed to synthesize it. (6) The reactants are: [CH3:1][O:2][C:3]([C:5]1[N:6]=[C:7](I)[C:8]2[C:13]([C:14]=1[OH:15])=[CH:12][CH:11]=[C:10]([O:16][C:17]1[CH:22]=[CH:21][CH:20]=[CH:19][C:18]=1[O:23][CH3:24])[CH:9]=2)=[O:4].[C:26]([Cu])#[N:27].C(Cl)Cl. Given the product [CH3:1][O:2][C:3]([C:5]1[N:6]=[C:7]([C:26]#[N:27])[C:8]2[C:13]([C:14]=1[OH:15])=[CH:12][CH:11]=[C:10]([O:16][C:17]1[CH:22]=[CH:21][CH:20]=[CH:19][C:18]=1[O:23][CH3:24])[CH:9]=2)=[O:4], predict the reactants needed to synthesize it. (7) Given the product [CH3:27][O:26][CH2:25][C:14]1[C:13]2[C:17](=[CH:18][C:10]([OH:9])=[CH:11][CH:12]=2)[N:16]([CH:19]2[CH2:24][CH2:23][CH2:22][CH2:21][O:20]2)[N:15]=1, predict the reactants needed to synthesize it. The reactants are: O.C([O:9][C:10]1[CH:18]=[C:17]2[C:13]([C:14]([CH2:25][O:26][CH3:27])=[N:15][N:16]2[CH:19]2[CH2:24][CH2:23][CH2:22][CH2:21][O:20]2)=[CH:12][CH:11]=1)C1C=CC=CC=1. (8) Given the product [C:1]([O:4][CH2:5][CH2:6][O:7][C:8]1[CH:12]=[C:11]([NH:20][S:21]([C:24]2[CH:25]=[CH:26][C:27]([C:30]([CH3:33])([CH3:32])[CH3:31])=[CH:28][CH:29]=2)(=[O:22])=[O:23])[O:10][N:9]=1)(=[O:3])[CH3:2], predict the reactants needed to synthesize it. The reactants are: [C:1]([O:4][CH2:5][CH2:6][O:7][C:8]1[C:12](C(OC(C)(C)C)=O)=[C:11]([NH:20][S:21]([C:24]2[CH:29]=[CH:28][C:27]([C:30]([CH3:33])([CH3:32])[CH3:31])=[CH:26][CH:25]=2)(=[O:23])=[O:22])[O:10][N:9]=1)(=[O:3])[CH3:2].FC(F)(F)C(O)=O.C(=O)([O-])O.[Na+].Cl. (9) Given the product [CH2:21]([O:23][C:24](=[O:29])[CH2:25][NH:26][C:27]([NH:1][C:2]1[CH:7]=[C:6]([CH2:8][N:9]2[C:14]3[CH:15]=[CH:16][CH:17]=[CH:18][C:13]=3[C:12](=[O:19])[O:11][C:10]2=[O:20])[CH:5]=[CH:4][N:3]=1)=[O:28])[CH3:22], predict the reactants needed to synthesize it. The reactants are: [NH2:1][C:2]1[CH:7]=[C:6]([CH2:8][N:9]2[C:14]3[CH:15]=[CH:16][CH:17]=[CH:18][C:13]=3[C:12](=[O:19])[O:11][C:10]2=[O:20])[CH:5]=[CH:4][N:3]=1.[CH2:21]([O:23][C:24](=[O:29])[CH2:25][N:26]=[C:27]=[O:28])[CH3:22].